Dataset: Catalyst prediction with 721,799 reactions and 888 catalyst types from USPTO. Task: Predict which catalyst facilitates the given reaction. (1) Reactant: CN(C)C=O.[F:6][C:7]([F:19])=[C:8]([CH3:18])[CH2:9][CH2:10][CH2:11][CH2:12]CS([O-])(=O)=O.[NH:20]1[C:28]2[C:23](=[CH:24][CH:25]=[CH:26][CH:27]=2)[CH:22]=[C:21]1[C:29]([OH:31])=[O:30].C(=O)([O-])O.[Na+]. Product: [NH:20]1[C:28]2[C:23](=[CH:24][CH:25]=[CH:26][CH:27]=2)[CH:22]=[C:21]1[C:29]([O:31][CH2:12][CH2:11][CH2:10][CH2:9][C:8]([CH3:18])=[C:7]([F:6])[F:19])=[O:30]. The catalyst class is: 6. (2) Reactant: O.O.[C:3]([OH:8])(=[O:7])[C:4]([OH:6])=[O:5].[N:9]1([CH2:14][CH2:15][CH2:16][N:17]2[CH2:22][CH2:21][CH:20]([CH2:23][NH2:24])[CH2:19][CH2:18]2)[CH:13]=[CH:12][N:11]=[N:10]1. Product: [C:3]([OH:8])(=[O:7])[C:4]([OH:6])=[O:5].[N:9]1([CH2:14][CH2:15][CH2:16][N:17]2[CH2:18][CH2:19][CH:20]([CH2:23][NH2:24])[CH2:21][CH2:22]2)[CH:13]=[CH:12][N:11]=[N:10]1. The catalyst class is: 21.